From a dataset of Full USPTO retrosynthesis dataset with 1.9M reactions from patents (1976-2016). Predict the reactants needed to synthesize the given product. (1) Given the product [CH2:15]([O:18][C:2]1[N:3]=[CH:4][C:5]([C:8]([O:10][C:11]([CH3:14])([CH3:13])[CH3:12])=[O:9])=[N:6][CH:7]=1)[C:16]#[CH:17], predict the reactants needed to synthesize it. The reactants are: Cl[C:2]1[N:3]=[CH:4][C:5]([C:8]([O:10][C:11]([CH3:14])([CH3:13])[CH3:12])=[O:9])=[N:6][CH:7]=1.[CH2:15]([OH:18])[C:16]#[CH:17]. (2) Given the product [F:1][C:2]1[CH:7]=[CH:6][C:5]([NH:8][C:9](=[O:11])[CH3:10])=[C:4]([O:12][CH2:16][C@@H:14]2[CH2:15][O:13]2)[CH:3]=1, predict the reactants needed to synthesize it. The reactants are: [F:1][C:2]1[CH:7]=[CH:6][C:5]([NH:8][C:9](=[O:11])[CH3:10])=[C:4]([OH:12])[CH:3]=1.[O:13]1[CH2:15][C@H:14]1[CH2:16]OS(C1C=CC=C([N+]([O-])=O)C=1)(=O)=O.C([O-])([O-])=O.[Cs+].[Cs+]. (3) Given the product [CH3:22][O:23][CH2:24][CH:25]([NH:27][C:2]1[CH:3]=[C:4]2[C:9](=[CH:10][C:11]=1[N+:12]([O-:14])=[O:13])[NH:8][C:7](=[O:15])[N:6]([NH:16][S:17]([CH3:20])(=[O:19])=[O:18])[C:5]2=[O:21])[CH3:26], predict the reactants needed to synthesize it. The reactants are: F[C:2]1[CH:3]=[C:4]2[C:9](=[CH:10][C:11]=1[N+:12]([O-:14])=[O:13])[NH:8][C:7](=[O:15])[N:6]([NH:16][S:17]([CH3:20])(=[O:19])=[O:18])[C:5]2=[O:21].[CH3:22][O:23][CH2:24][CH:25]([NH2:27])[CH3:26].Cl. (4) Given the product [NH:10]1[C:11]2[CH:16]=[CH:15][CH:14]=[CH:13][C:12]=2[N:8]=[C:9]1[C:17]1[C:25]2[C:20](=[CH:21][CH:22]=[C:23]([NH:26][C:27]([CH:29]3[CH2:31][C:30]3([F:33])[F:32])=[O:28])[CH:24]=2)[NH:19][N:18]=1, predict the reactants needed to synthesize it. The reactants are: C(O)(C(F)(F)F)=O.[NH:8]1[C:12]2[CH:13]=[CH:14][CH:15]=[CH:16][C:11]=2[N:10]=[C:9]1[C:17]1[C:25]2[C:20](=[CH:21][CH:22]=[C:23]([NH:26][C:27]([CH:29]3[CH2:31][C:30]3([F:33])[F:32])=[O:28])[CH:24]=2)[N:19](C2CCCCO2)[N:18]=1.